Dataset: Catalyst prediction with 721,799 reactions and 888 catalyst types from USPTO. Task: Predict which catalyst facilitates the given reaction. (1) Reactant: CC(C1C=C(C(C)C)C(C2C=CC=CC=2P(C2CCCCC2)C2CCCCC2)=C(C(C)C)C=1)C.[C:35]([O:43][CH2:44][C:45]1[O:49][N:48]=[C:47]([CH3:50])[C:46]=1Br)(=[O:42])[C:36]1[CH:41]=[CH:40][CH:39]=[CH:38][CH:37]=1.CCN(CC)CC.[CH3:59][C:60]1([CH3:67])[C:64]([CH3:66])([CH3:65])[O:63][BH:62][O:61]1. Product: [C:35]([O:43][CH2:44][C:45]1[O:49][N:48]=[C:47]([CH3:50])[C:46]=1[B:62]1[O:63][C:64]([CH3:66])([CH3:65])[C:60]([CH3:67])([CH3:59])[O:61]1)(=[O:42])[C:36]1[CH:41]=[CH:40][CH:39]=[CH:38][CH:37]=1. The catalyst class is: 231. (2) Reactant: [O:1]([C:8]1[CH:16]=[CH:15][C:11]([C:12]([OH:14])=O)=[CH:10][CH:9]=1)[C:2]1[CH:7]=[CH:6][CH:5]=[CH:4][CH:3]=1.Cl.[Cl:18][C:19]1[CH:20]=[C:21]2[C:25](=[CH:26][CH:27]=1)[NH:24][CH:23]=[C:22]2[CH2:28][CH2:29][NH2:30].CN(C(ON1N=NC2C=CC=NC1=2)=[N+](C)C)C.F[P-](F)(F)(F)(F)F. Product: [Cl:18][C:19]1[CH:20]=[C:21]2[C:25](=[CH:26][CH:27]=1)[NH:24][CH:23]=[C:22]2[CH2:28][CH2:29][NH:30][C:12](=[O:14])[C:11]1[CH:10]=[CH:9][C:8]([O:1][C:2]2[CH:3]=[CH:4][CH:5]=[CH:6][CH:7]=2)=[CH:16][CH:15]=1. The catalyst class is: 3. (3) Reactant: [NH2:1][C@@H:2]([C:4]1[CH:5]=[C:6]2[C:11](=[CH:12][CH:13]=1)[CH2:10][C@@H:9]([NH:14][C:15](=[O:29])[C:16]1[CH:21]=[CH:20][C:19]([O:22][CH2:23][C@@H:24]3[CH2:28][CH2:27][CH2:26][O:25]3)=[CH:18][CH:17]=1)[CH2:8][CH2:7]2)[CH3:3].Br[CH2:31][CH2:32][CH2:33][CH2:34][CH2:35][CH2:36]Br.C(N(C(C)C)C(C)C)C. Product: [N:1]1([C@@H:2]([C:4]2[CH:5]=[C:6]3[C:11](=[CH:12][CH:13]=2)[CH2:10][C@@H:9]([NH:14][C:15](=[O:29])[C:16]2[CH:21]=[CH:20][C:19]([O:22][CH2:23][C@@H:24]4[CH2:28][CH2:27][CH2:26][O:25]4)=[CH:18][CH:17]=2)[CH2:8][CH2:7]3)[CH3:3])[CH2:36][CH2:35][CH2:34][CH2:33][CH2:32][CH2:31]1. The catalyst class is: 10.